From a dataset of Reaction yield outcomes from USPTO patents with 853,638 reactions. Predict the reaction yield, written as a fraction of the theoretical maximum amount of product (1.0 means a 100% yield; for example, 0.34 means a 34% yield). (1) The reactants are CC([O-])(C)C.[K+].CC1C=CC(S([CH2:17][N+:18]#[C-])(=O)=O)=CC=1.[CH2:20]([O:27][C:28]1[CH:29]=[C:30]([CH:33]=[CH:34][C:35]=1[O:36][CH3:37])[CH:31]=O)[C:21]1[CH:26]=[CH:25][CH:24]=[CH:23][CH:22]=1.CO. The catalyst is C1COCC1.O. The product is [CH2:20]([O:27][C:28]1[CH:29]=[C:30]([CH2:31][C:17]#[N:18])[CH:33]=[CH:34][C:35]=1[O:36][CH3:37])[C:21]1[CH:26]=[CH:25][CH:24]=[CH:23][CH:22]=1. The yield is 0.480. (2) The reactants are C([O:5][C:6]([N:8]1[CH2:12][CH2:11][CH2:10][CH:9]1[C:13]1[NH:14][C:15]([C:18]2[CH:23]=[CH:22][C:21]([C:24]3[CH:29]=[CH:28][C:27](B4OC(C)(C)C(C)(C)O4)=[CH:26][C:25]=3[C:39]#[N:40])=[CH:20][CH:19]=2)=[CH:16][N:17]=1)=O)(C)(C)C.C(O[C:46]([N:48]1[CH2:52][CH2:51][CH2:50][CH:49]1[C:53]1[NH:54][C:55](Br)=[CH:56][N:57]=1)=[O:47])(C)(C)C.[C:59](=[O:62])([O-:61])[O-].[K+].[K+].[C:65](=O)(O)[O-].[Na+].Cl.[CH3:71][O:72][C:73]([NH:75][CH:76]([CH:80]([CH3:82])[CH3:81])C(O)=O)=[O:74].[CH3:83][N:84](C(ON1N=NC2C=CC=NC1=2)=[N+](C)C)C.F[P-](F)(F)(F)(F)F.CCN([CH:113]([CH3:115])[CH3:114])C(C)C. The catalyst is COCCOC.O1CCOCC1.C1C=CC([P]([Pd]([P](C2C=CC=CC=2)(C2C=CC=CC=2)C2C=CC=CC=2)([P](C2C=CC=CC=2)(C2C=CC=CC=2)C2C=CC=CC=2)[P](C2C=CC=CC=2)(C2C=CC=CC=2)C2C=CC=CC=2)(C2C=CC=CC=2)C2C=CC=CC=2)=CC=1.C1C=CC(P(C2C=CC=CC=2)[C-]2C=CC=C2)=CC=1.C1C=CC(P(C2C=CC=CC=2)[C-]2C=CC=C2)=CC=1.Cl[Pd]Cl.[Fe+2].CN(C=O)C.ClCCl. The product is [CH3:71][O:72][C:73](=[O:74])[NH:75][CH:76]([C:6]([N:8]1[CH2:12][CH2:11][CH2:10][CH:9]1[C:13]1[NH:14][C:15]([C:18]2[CH:19]=[CH:20][C:21]([C:24]3[CH:29]=[CH:28][C:27]([C:55]4[NH:54][C:53]([CH:49]5[CH2:50][CH2:51][CH2:52][N:48]5[C:46](=[O:47])[CH:83]([NH:84][C:59]([O:61][CH3:65])=[O:62])[CH:113]([CH3:114])[CH3:115])=[N:57][CH:56]=4)=[CH:26][C:25]=3[C:39]#[N:40])=[CH:22][CH:23]=2)=[CH:16][N:17]=1)=[O:5])[CH:80]([CH3:82])[CH3:81]. The yield is 0.370. (3) The reactants are [F:1][C:2]1[CH:10]=[C:9]2[C:5]([CH:6]=[C:7]([C:11]([CH3:19])([CH3:18])[CH2:12][C:13](OCC)=[O:14])[NH:8]2)=[CH:4][C:3]=1[N+:20]([O-:22])=[O:21].CC(C[AlH]CC(C)C)C. The catalyst is C(Cl)Cl. The product is [F:1][C:2]1[CH:10]=[C:9]2[C:5]([CH:6]=[C:7]([C:11]([CH3:19])([CH3:18])[CH2:12][CH2:13][OH:14])[NH:8]2)=[CH:4][C:3]=1[N+:20]([O-:22])=[O:21]. The yield is 0.220. (4) The product is [F:1][C:2]1[C:7]2[N:8]=[N:9][S:10][C:6]=2[CH:5]=[C:4]([C:11]([NH:50][O:49][CH2:48][CH2:47][O:46][CH:44]=[CH2:45])=[O:12])[C:3]=1[NH:14][C:15]1[CH:20]=[CH:19][C:18]([I:21])=[CH:17][C:16]=1[F:22]. The yield is 0.850. The catalyst is C(Cl)Cl. The reactants are [F:1][C:2]1[C:7]2[N:8]=[N:9][S:10][C:6]=2[CH:5]=[C:4]([C:11](O)=[O:12])[C:3]=1[NH:14][C:15]1[CH:20]=[CH:19][C:18]([I:21])=[CH:17][C:16]=1[F:22].C1C=CC2N(O)N=NC=2C=1.CCN=C=NCCCN(C)C.[CH:44]([O:46][CH2:47][CH2:48][O:49][NH2:50])=[CH2:45].[NH4+].[Cl-]. (5) The reactants are [NH2:1][C:2]1[CH:7]=[CH:6][C:5]([C:8]2[C:12]([C:13]3[CH:18]=[CH:17][N:16]=[C:15]4[NH:19][C:20]([C:22]5[CH:27]=[CH:26][CH:25]=[C:24]([CH2:28][N:29]([CH3:31])[CH3:30])[CH:23]=5)=[CH:21][C:14]=34)=[CH:11][N:10]([CH2:32][CH3:33])[N:9]=2)=[CH:4][CH:3]=1.[C:34]1([N:40]=[C:41]=[O:42])[CH:39]=[CH:38][CH:37]=[CH:36][CH:35]=1. The catalyst is O1CCCC1.CCN(CC)CC. The product is [CH3:33][CH2:32][N:10]1[N:9]=[C:8]([C:5]2[CH:4]=[CH:3][C:2]([NH:1][C:41]([NH:40][C:34]3[CH:39]=[CH:38][CH:37]=[CH:36][CH:35]=3)=[O:42])=[CH:7][CH:6]=2)[C:12]([C:13]2[CH:18]=[CH:17][N:16]=[C:15]3[C:14]=2[CH:21]=[C:20]([C:22]2[CH:27]=[CH:26][CH:25]=[C:24]([CH2:28][N:29]([CH3:30])[CH3:31])[CH:23]=2)[NH:19]3)=[CH:11]1. The yield is 0.440.